The task is: Predict which catalyst facilitates the given reaction.. This data is from Catalyst prediction with 721,799 reactions and 888 catalyst types from USPTO. (1) Reactant: [CH3:1][N:2]([C:10]1[CH:15]=[C:14]([O:16][C:17]2[CH:22]=[CH:21][CH:20]=[C:19]([N:23]3[CH2:28][CH2:27][O:26][CH2:25][CH2:24]3)[CH:18]=2)[CH:13]=[CH:12][C:11]=1[N+:29]([O-])=O)[C:3](=[O:9])[O:4][C:5]([CH3:8])([CH3:7])[CH3:6].[H][H]. Product: [C:5]([O:4][C:3](=[O:9])[N:2]([C:10]1[CH:15]=[C:14]([O:16][C:17]2[CH:22]=[CH:21][CH:20]=[C:19]([N:23]3[CH2:28][CH2:27][O:26][CH2:25][CH2:24]3)[CH:18]=2)[CH:13]=[CH:12][C:11]=1[NH2:29])[CH3:1])([CH3:8])([CH3:6])[CH3:7]. The catalyst class is: 586. (2) Reactant: [CH3:1][C:2]1([CH3:26])[C:10]2[C:5](=[CH:6][C:7]([N+:22]([O-])=O)=[C:8]([NH:11][C:12](=O)[C:13]3[CH:18]=[CH:17][C:16]([O:19][CH3:20])=[CH:15][CH:14]=3)[CH:9]=2)[NH:4][C:3]1=[O:25].[CH2:27]([N:30]=[C:31]=[O:32])[CH2:28][CH3:29]. Product: [CH2:27]([NH:30][C:31]([N:4]1[C:5]2[CH:6]=[C:7]3[N:22]=[C:12]([C:13]4[CH:18]=[CH:17][C:16]([O:19][CH3:20])=[CH:15][CH:14]=4)[NH:11][C:8]3=[CH:9][C:10]=2[C:2]([CH3:26])([CH3:1])[C:3]1=[O:25])=[O:32])[CH2:28][CH3:29]. The catalyst class is: 11. (3) Reactant: [Cl:1][C:2]1[CH:7]=[CH:6][C:5](B(O)O)=[CH:4][C:3]=1[C:11]([NH:13][CH2:14][C:15]12[CH2:24][CH:19]3[CH2:20][CH:21]([CH2:23][CH:17]([CH2:18]3)[CH2:16]1)[CH2:22]2)=[O:12].Br[C:26]1[CH:30]=[CH:29][S:28][C:27]=1[C:31]([O:33][CH3:34])=[O:32].C(=O)([O-])[O-].[K+].[K+]. Product: [Cl:1][C:2]1[CH:7]=[CH:6][C:5]([C:26]2[CH:30]=[CH:29][S:28][C:27]=2[C:31]([O:33][CH3:34])=[O:32])=[CH:4][C:3]=1[C:11]([NH:13][CH2:14][C:15]12[CH2:24][CH:19]3[CH2:20][CH:21]([CH2:23][CH:17]([CH2:18]3)[CH2:16]1)[CH2:22]2)=[O:12]. The catalyst class is: 235. (4) Reactant: O.[OH-].[Li+].C([O:6][C:7](=[O:36])[CH:8]([O:33][CH2:34][CH3:35])[CH2:9][C:10]1[CH:15]=[CH:14][C:13]([O:16][CH2:17][CH2:18][C:19]2[CH:24]=[CH:23][C:22]([NH:25][C:26]([O:28][C:29]([CH3:32])([CH3:31])[CH3:30])=[O:27])=[CH:21][CH:20]=2)=[CH:12][CH:11]=1)C. Product: [C:29]([O:28][C:26]([NH:25][C:22]1[CH:21]=[CH:20][C:19]([CH2:18][CH2:17][O:16][C:13]2[CH:12]=[CH:11][C:10]([CH2:9][CH:8]([O:33][CH2:34][CH3:35])[C:7]([OH:36])=[O:6])=[CH:15][CH:14]=2)=[CH:24][CH:23]=1)=[O:27])([CH3:32])([CH3:31])[CH3:30]. The catalyst class is: 132. (5) Reactant: [CH:1]([C:3]1[CH:18]=[CH:17][C:6]([O:7][C:8]2[CH:9]=[C:10]([CH:14]=[CH:15][CH:16]=2)[C:11]([OH:13])=O)=[CH:5][CH:4]=1)=[O:2].CC[N:21]([CH:25]([CH3:27])C)[CH:22]([CH3:24])C.CN(C(ON1N=NC2C=CC=CC1=2)=[N+](C)C)C.[B-](F)(F)(F)F.N1CCCC1. Product: [N:21]1([C:11]([C:10]2[CH:9]=[C:8]([CH:16]=[CH:15][CH:14]=2)[O:7][C:6]2[CH:5]=[CH:4][C:3]([CH:1]=[O:2])=[CH:18][CH:17]=2)=[O:13])[CH2:22][CH2:24][CH2:27][CH2:25]1. The catalyst class is: 3. (6) The catalyst class is: 1. Reactant: C[Si]([N-][Si](C)(C)C)(C)C.[Na+].[CH2:11]([C@H:18]1[CH2:22][O:21][C:20](=[O:23])[N:19]1[C:24](=[O:52])[C@@H:25]([CH2:44][C:45]1[CH:50]=[CH:49][C:48]([F:51])=[CH:47][CH:46]=1)/[CH:26]=[CH:27]/[CH2:28][C:29]([N:31]1[C@@H:35]([CH2:36][C:37]2[CH:42]=[CH:41][CH:40]=[CH:39][CH:38]=2)[CH2:34][O:33][C:32]1=[O:43])=[O:30])[C:12]1[CH:17]=[CH:16][CH:15]=[CH:14][CH:13]=1.[CH2:53](I)[CH:54]=[CH2:55]. Product: [CH2:55]([C@@H:28](/[CH:27]=[CH:26]/[C@H:25]([CH2:44][C:45]1[CH:50]=[CH:49][C:48]([F:51])=[CH:47][CH:46]=1)[C:24]([N:19]1[C@@H:18]([CH2:11][C:12]2[CH:17]=[CH:16][CH:15]=[CH:14][CH:13]=2)[CH2:22][O:21][C:20]1=[O:23])=[O:52])[C:29]([N:31]1[C@@H:35]([CH2:36][C:37]2[CH:42]=[CH:41][CH:40]=[CH:39][CH:38]=2)[CH2:34][O:33][C:32]1=[O:43])=[O:30])[CH:54]=[CH2:53]. (7) Reactant: CO[C:3]([O:19]C)([C:9]1[CH:18]=[CH:17][C:16]2[CH2:15][CH2:14][CH2:13][CH2:12][C:11]=2[CH:10]=1)[CH2:4][CH2:5][C:6]([O-:8])=O.[K+].ClC1C=C(Cl)C=C(Cl)C=1C(Cl)=O.[C:34]1([C:40]2[CH:45]=[C:44]([C:46]3[CH:51]=[CH:50][CH:49]=[CH:48][CH:47]=3)[N:43]=[C:42]([NH2:52])[CH:41]=2)[CH:39]=[CH:38][CH:37]=[CH:36][CH:35]=1.Cl. Product: [C:34]1([C:40]2[CH:45]=[C:44]([C:46]3[CH:51]=[CH:50][CH:49]=[CH:48][CH:47]=3)[N:43]=[C:42]([NH:52][C:6](=[O:8])[CH2:5][CH2:4][C:3](=[O:19])[C:9]3[CH:18]=[CH:17][C:16]4[CH2:15][CH2:14][CH2:13][CH2:12][C:11]=4[CH:10]=3)[CH:41]=2)[CH:39]=[CH:38][CH:37]=[CH:36][CH:35]=1. The catalyst class is: 531.